This data is from Reaction yield outcomes from USPTO patents with 853,638 reactions. The task is: Predict the reaction yield, written as a fraction of the theoretical maximum amount of product (1.0 means a 100% yield; for example, 0.34 means a 34% yield). (1) The reactants are B(Br)(Br)Br.C[O:6][C:7]1[C:17]2[CH2:16][CH2:15][N:14]([C:18](=[O:23])[C:19]([F:22])([F:21])[F:20])[CH2:13][CH2:12][C:11]=2[CH:10]=[CH:9][CH:8]=1. The catalyst is C(Cl)Cl. The product is [OH:6][C:7]1[C:17]2[CH2:16][CH2:15][N:14]([C:18](=[O:23])[C:19]([F:22])([F:20])[F:21])[CH2:13][CH2:12][C:11]=2[CH:10]=[CH:9][CH:8]=1. The yield is 0.940. (2) The reactants are Cl.[NH2:2][C:3]1[C:10]([Cl:11])=[CH:9][C:8]([N+:12]([O-])=O)=[CH:7][C:4]=1[C:5]#[N:6].C(=O)([O-])[O-].[Na+].[Na+]. The catalyst is O1CCCC1.[Zn]. The product is [NH2:2][C:3]1[C:10]([Cl:11])=[CH:9][C:8]([NH2:12])=[CH:7][C:4]=1[C:5]#[N:6]. The yield is 0.990.